From a dataset of Full USPTO retrosynthesis dataset with 1.9M reactions from patents (1976-2016). Predict the reactants needed to synthesize the given product. (1) Given the product [C:33]([N:25]1[C:26]([C:27]2[CH:32]=[CH:31][CH:30]=[CH:29][CH:28]=2)=[C:22]([C:20]2[CH:19]=[C:4]3[C:3]([C@:2]4([CH3:1])[C:8]([CH3:10])([CH3:9])[C@H:5]3[CH2:6][CH2:7]4)=[N:39][N:38]=2)[CH:23]=[N:24]1)([CH3:36])([CH3:35])[CH3:34], predict the reactants needed to synthesize it. The reactants are: [CH3:1][C@@:2]12[C:8]([CH3:10])([CH3:9])[C@@H:5]([CH2:6][CH2:7]1)[C:4](=O)[C:3]2=O.COP([CH2:19][C:20]([C:22]1[CH:23]=[N:24][N:25]([C:33]([CH3:36])([CH3:35])[CH3:34])[C:26]=1[C:27]1[CH:32]=[CH:31][CH:30]=[CH:29][CH:28]=1)=O)(=O)OC.O.[NH2:38][NH2:39]. (2) Given the product [C:34]1([NH:33][C:18]([C:10]2[N:11]([CH:15]([CH3:17])[CH3:16])[C:12]([CH:13]=[O:14])=[C:8]([C:5]3[CH:4]=[CH:3][C:2]([F:1])=[CH:7][CH:6]=3)[C:9]=2[C:21]2[CH:22]=[CH:23][CH:24]=[CH:25][CH:26]=2)=[O:19])[CH:39]=[CH:38][CH:37]=[CH:36][CH:35]=1, predict the reactants needed to synthesize it. The reactants are: [F:1][C:2]1[CH:7]=[CH:6][C:5]([C:8]2[C:9]([C:21]3[CH:26]=[CH:25][CH:24]=[CH:23][CH:22]=3)=[C:10]([C:18](O)=[O:19])[N:11]([CH:15]([CH3:17])[CH3:16])[C:12]=2[CH:13]=[O:14])=[CH:4][CH:3]=1.C(Cl)(=O)C(Cl)=O.[NH2:33][C:34]1[CH:39]=[CH:38][CH:37]=[CH:36][CH:35]=1.C(N(CC)CC)C. (3) Given the product [CH:1]1([C:5]2[C:6]([O:19][CH2:20][CH3:21])=[CH:7][C:8]([CH:9]=[O:10])=[CH:14][C:15]=2[O:16][CH2:17][CH3:18])[CH2:2][CH2:3][CH2:4]1, predict the reactants needed to synthesize it. The reactants are: [CH:1]1([C:5]2[C:15]([O:16][CH2:17][CH3:18])=[CH:14][C:8]([C:9](OCC)=[O:10])=[CH:7][C:6]=2[O:19][CH2:20][CH3:21])[CH2:4][CH2:3][CH2:2]1.[H-].[Al+3].[Li+].[H-].[H-].[H-].O.[OH-].[Na+]. (4) Given the product [CH:1]1([C@H:7]2[CH2:12][C@@H:11]([C:13]3[O:17][NH:16][C:15](=[O:18])[CH:14]=3)[CH2:10][CH2:9][NH:8]2)[CH2:2][CH2:3][CH2:4][CH2:5][CH2:6]1, predict the reactants needed to synthesize it. The reactants are: [CH:1]1([C@H:7]2[CH2:12][C@@H:11]([C:13]3[O:17][NH:16][C:15](=[O:18])[CH:14]=3)[CH2:10][CH2:9][N:8]2C(OC)=O)[CH2:6][CH2:5][CH2:4][CH2:3][CH2:2]1. (5) Given the product [CH3:18][C:15]1[N:14]=[C:13]([N:19]2[CH2:20][CH2:21][CH2:22][CH2:23][CH2:24]2)[C:12]([C:11]([NH:10][C:6]2[CH:5]=[C:4]3[C:9](=[CH:8][CH:7]=2)[N:1]([C:41](=[O:42])[CH2:40][C:38]2[N:39]=[C:34]([NH:33][C:31](=[O:32])[O:30][C:26]([CH3:27])([CH3:28])[CH3:29])[CH:35]=[CH:36][CH:37]=2)[CH2:2][CH2:3]3)=[O:25])=[CH:17][CH:16]=1, predict the reactants needed to synthesize it. The reactants are: [NH:1]1[C:9]2[C:4](=[CH:5][C:6]([NH:10][C:11](=[O:25])[C:12]3[CH:17]=[CH:16][C:15]([CH3:18])=[N:14][C:13]=3[N:19]3[CH2:24][CH2:23][CH2:22][CH2:21][CH2:20]3)=[CH:7][CH:8]=2)[CH2:3][CH2:2]1.[C:26]([O:30][C:31]([NH:33][C:34]1[N:39]=[C:38]([CH2:40][C:41](O)=[O:42])[CH:37]=[CH:36][CH:35]=1)=[O:32])([CH3:29])([CH3:28])[CH3:27].O.ON1C2C=CC=CC=2N=N1.CN(C)CCCN=C=NCC. (6) The reactants are: [CH2:1]([Si:3]([C:8]#[CH:9])([CH2:6][CH3:7])[CH2:4][CH3:5])[CH3:2].C([Li])CCC.[CH3:15][CH2:16][N:17](C(C)C)[CH:18]([CH3:20])[CH3:19].[C:32](O[C:32]([O:34][C:35]([CH3:38])([CH3:37])[CH3:36])=[O:33])([O:34][C:35]([CH3:38])([CH3:37])[CH3:36])=[O:33].C1C[O:42]CC1. Given the product [CH2:8]([Si:3]([CH2:6][CH3:7])([CH2:4][CH3:5])[C:1]#[C:2][CH2:19][C@H:18]1[CH2:20][O:42][CH2:15][CH2:16][N:17]1[C:32]([O:34][C:35]([CH3:36])([CH3:37])[CH3:38])=[O:33])[CH3:9], predict the reactants needed to synthesize it. (7) Given the product [C:1]([C:3]1[CH:4]=[C:5]([CH:15]=[CH:16][CH:17]=1)[CH:6]=[C:19]1[CH2:24][CH2:23][N:22]([C:25]([O:27][C:28]([CH3:31])([CH3:30])[CH3:29])=[O:26])[CH2:21][CH2:20]1)#[N:2], predict the reactants needed to synthesize it. The reactants are: [C:1]([C:3]1[CH:4]=[C:5]([CH:15]=[CH:16][CH:17]=1)[CH2:6]P(=O)(OCC)OCC)#[N:2].O=[C:19]1[CH2:24][CH2:23][N:22]([C:25]([O:27][C:28]([CH3:31])([CH3:30])[CH3:29])=[O:26])[CH2:21][CH2:20]1.[H-].[Na+].